Dataset: Full USPTO retrosynthesis dataset with 1.9M reactions from patents (1976-2016). Task: Predict the reactants needed to synthesize the given product. The reactants are: [CH3:1][O:2][C:3]1[C:8]([N:9]2[CH2:17][C@@H:16]3[C@@H:11]([CH2:12][CH2:13][CH2:14][NH:15]3)[CH2:10]2)=[C:7]([F:18])[CH:6]=[C:5]2[C:19]([C:21]([C:27]([OH:29])=[O:28])=[CH:22][N:23]([CH:24]3[CH2:26][CH2:25]3)[C:4]=12)=[O:20].Cl. Given the product [CH3:1][O:2][C:3]1[C:8]([N:9]2[CH2:17][C@@H:16]3[C@@H:11]([CH2:12][CH2:13][CH2:14][NH:15]3)[CH2:10]2)=[C:7]([F:18])[CH:6]=[C:5]2[C:19]([C:21]([C:27]([OH:29])=[O:28])=[CH:22][N:23]([CH:24]3[CH2:26][CH2:25]3)[C:4]=12)=[O:20], predict the reactants needed to synthesize it.